From a dataset of Forward reaction prediction with 1.9M reactions from USPTO patents (1976-2016). Predict the product of the given reaction. (1) Given the reactants [CH3:1][O:2][CH2:3][CH2:4][O:5][C:6]1[N:11]=[C:10]([N:12]2[CH2:17][CH2:16][N:15]([C:18](=[O:20])[CH3:19])[CH2:14][CH2:13]2)[CH:9]=[CH:8][C:7]=1[N+:21]([O-])=O.O1CCCC1, predict the reaction product. The product is: [NH2:21][C:7]1[CH:8]=[CH:9][C:10]([N:12]2[CH2:13][CH2:14][N:15]([C:18](=[O:20])[CH3:19])[CH2:16][CH2:17]2)=[N:11][C:6]=1[O:5][CH2:4][CH2:3][O:2][CH3:1]. (2) Given the reactants [CH2:1]([C:5]1[N:10]2[N:11]=[CH:12][CH:13]=[C:9]2[N:8]([C@H:14]2[CH2:19][CH2:18][C@H:17]([OH:20])[CH2:16][CH2:15]2)[C:7](=[O:21])[C:6]=1[CH2:22][C:23]1[CH:28]=[CH:27][C:26]([C:29]2[C:30]([C:35]#[N:36])=[CH:31][CH:32]=[CH:33][CH:34]=2)=[C:25]([F:37])[CH:24]=1)[CH2:2][CH2:3][CH3:4].[N+](=[CH:40][C:41]([O:43][CH2:44][CH3:45])=[O:42])=[N-].C(OCC)(=O)C.O, predict the reaction product. The product is: [CH2:44]([O:43][C:41](=[O:42])[CH2:40][O:20][C@H:17]1[CH2:16][CH2:15][C@H:14]([N:8]2[C:7](=[O:21])[C:6]([CH2:22][C:23]3[CH:28]=[CH:27][C:26]([C:29]4[CH:34]=[CH:33][CH:32]=[CH:31][C:30]=4[C:35]#[N:36])=[C:25]([F:37])[CH:24]=3)=[C:5]([CH2:1][CH2:2][CH2:3][CH3:4])[N:10]3[N:11]=[CH:12][CH:13]=[C:9]23)[CH2:19][CH2:18]1)[CH3:45]. (3) Given the reactants [F:1][C:2]1[CH:7]=[CH:6][C:5]([C:8]2[C:12]([C:13]3[CH:18]=[CH:17][N:16]=[C:15](C(N)=O)[CH:14]=3)=[CH:11][NH:10][N:9]=2)=[CH:4][CH:3]=1.C[O:23][CH:24]([O:28][CH3:29])N(C)C, predict the reaction product. The product is: [F:1][C:2]1[CH:3]=[CH:4][C:5]([C:8]2[C:12]([C:13]3[CH:18]=[CH:17][N:16]=[C:15]([C:24]([O:28][CH3:29])=[O:23])[CH:14]=3)=[CH:11][NH:10][N:9]=2)=[CH:6][CH:7]=1. (4) Given the reactants [CH3:1][N:2]1[CH2:7][CH2:6][N:5]([CH2:8][CH2:9][CH2:10][N:11]2C(=O)C3C(=CC=CC=3)C2=O)[CH2:4][CH2:3]1.O.NN, predict the reaction product. The product is: [CH3:1][N:2]1[CH2:7][CH2:6][N:5]([CH2:8][CH2:9][CH2:10][NH2:11])[CH2:4][CH2:3]1.